This data is from Catalyst prediction with 721,799 reactions and 888 catalyst types from USPTO. The task is: Predict which catalyst facilitates the given reaction. (1) Reactant: [CH3:1][S:2][C:3]1[S:4][C:5]2[CH:11]=[C:10]([OH:12])[CH:9]=[CH:8][C:6]=2[N:7]=1.[CH3:13][NH:14][C:15]([C:17]1[CH:22]=[C:21](Cl)[CH:20]=[CH:19][N:18]=1)=[O:16].O. Product: [CH3:13][NH:14][C:15]([C:17]1[CH:22]=[C:21]([O:12][C:10]2[CH:9]=[CH:8][C:6]3[N:7]=[C:3]([S:2][CH3:1])[S:4][C:5]=3[CH:11]=2)[CH:20]=[CH:19][N:18]=1)=[O:16]. The catalyst class is: 3. (2) Reactant: [O:1]=[C:2]1[N:11]([CH2:12][C:13]2[CH:22]=[CH:21][C:16]([C:17]([O:19]C)=[O:18])=[CH:15][CH:14]=2)[C:10](=[O:23])[C:9]2[C:4](=[CH:5][CH:6]=[CH:7][CH:8]=2)[NH:3]1.[OH-].[Li+].O.Cl. Product: [O:1]=[C:2]1[N:11]([CH2:12][C:13]2[CH:22]=[CH:21][C:16]([C:17]([OH:19])=[O:18])=[CH:15][CH:14]=2)[C:10](=[O:23])[C:9]2[C:4](=[CH:5][CH:6]=[CH:7][CH:8]=2)[NH:3]1. The catalyst class is: 1. (3) Reactant: [CH2:1]([O:3][C:4]([C:6]1[C:12]2[NH:13][C:14]3[C:15]([OH:20])=[CH:16][CH:17]=[CH:18][C:19]=3[C:11]=2[CH2:10][CH2:9][N:8]([C:21](=[O:29])[C:22]2[CH:27]=[CH:26][C:25]([F:28])=[CH:24][CH:23]=2)[CH:7]=1)=[O:5])[CH3:2].[C:30](=O)([O-])[O-].[K+].[K+].CI. Product: [CH2:1]([O:3][C:4]([C:6]1[C:12]2[NH:13][C:14]3[C:15]([O:20][CH3:30])=[CH:16][CH:17]=[CH:18][C:19]=3[C:11]=2[CH2:10][CH2:9][N:8]([C:21](=[O:29])[C:22]2[CH:27]=[CH:26][C:25]([F:28])=[CH:24][CH:23]=2)[CH:7]=1)=[O:5])[CH3:2]. The catalyst class is: 21. (4) Reactant: [OH-].[Na+].C([O:5][C:6](=[O:38])[CH2:7][N:8]1[CH2:13][CH2:12][N:11]([S:14](=[O:37])(=[O:36])[NH:15][C:16]2[CH:21]=[C:20]([O:22][CH3:23])[N:19]=[C:18]([S:24]([CH2:27][C:28]3[CH:33]=[CH:32][CH:31]=[C:30]([F:34])[C:29]=3[F:35])(=[O:26])=[O:25])[N:17]=2)[CH2:10][CH2:9]1)C. Product: [F:35][C:29]1[C:30]([F:34])=[CH:31][CH:32]=[CH:33][C:28]=1[CH2:27][S:24]([C:18]1[N:17]=[C:16]([NH:15][S:14]([N:11]2[CH2:10][CH2:9][N:8]([CH2:7][C:6]([OH:38])=[O:5])[CH2:13][CH2:12]2)(=[O:36])=[O:37])[CH:21]=[C:20]([O:22][CH3:23])[N:19]=1)(=[O:25])=[O:26]. The catalyst class is: 5. (5) Reactant: [CH3:1][N:2]([CH3:45])[CH2:3][CH2:4][CH2:5][NH:6][C:7]1[CH:12]=[C:11]([C:13]2[NH:17][C:16]3[CH:18]=[CH:19][CH:20]=[C:21]([NH:22][C:23]([C:25]4[CH:44]=[CH:43][C:28]([CH2:29][N:30]5[CH2:35][CH2:34][N:33](C(OC(C)(C)C)=O)[CH2:32][CH2:31]5)=[CH:27][CH:26]=4)=[O:24])[C:15]=3[N:14]=2)[CH:10]=[CH:9][N:8]=1.[ClH:46].CO. Product: [ClH:46].[ClH:46].[ClH:46].[CH3:45][N:2]([CH3:1])[CH2:3][CH2:4][CH2:5][NH:6][C:7]1[CH:12]=[C:11]([C:13]2[NH:17][C:16]3[CH:18]=[CH:19][CH:20]=[C:21]([NH:22][C:23](=[O:24])[C:25]4[CH:44]=[CH:43][C:28]([CH2:29][N:30]5[CH2:35][CH2:34][NH:33][CH2:32][CH2:31]5)=[CH:27][CH:26]=4)[C:15]=3[N:14]=2)[CH:10]=[CH:9][N:8]=1. The catalyst class is: 5.